This data is from Reaction yield outcomes from USPTO patents with 853,638 reactions. The task is: Predict the reaction yield, written as a fraction of the theoretical maximum amount of product (1.0 means a 100% yield; for example, 0.34 means a 34% yield). (1) The reactants are Br[C:2]1[CH:7]=[CH:6][C:5]([N:8]([C:16]2[CH:21]=[CH:20][C:19]([CH3:22])=[CH:18][CH:17]=2)[C:9]2[CH:14]=[CH:13][C:12]([CH3:15])=[CH:11][CH:10]=2)=[CH:4][CH:3]=1.C([Li])CCC.C(O[B:32]1[O:36][C:35]([CH3:38])([CH3:37])[C:34]([CH3:40])([CH3:39])[O:33]1)(C)C. No catalyst specified. The product is [CH3:39][C:34]1([CH3:40])[C:35]([CH3:38])([CH3:37])[O:36][B:32]([C:2]2[CH:7]=[CH:6][C:5]([N:8]([C:16]3[CH:21]=[CH:20][C:19]([CH3:22])=[CH:18][CH:17]=3)[C:9]3[CH:14]=[CH:13][C:12]([CH3:15])=[CH:11][CH:10]=3)=[CH:4][CH:3]=2)[O:33]1. The yield is 0.710. (2) The reactants are [Br:1][C:2]1[CH:18]=[C:17](/[CH:19]=[CH:20]/[CH:21]([C:26]2[CH:31]=[C:30]([Cl:32])[C:29]([Cl:33])=[C:28]([Cl:34])[CH:27]=2)[C:22]([F:25])([F:24])[F:23])[CH:16]=[CH:15][C:3]=1[C:4]([NH:6][CH2:7][C:8]([O:10]C(C)(C)C)=[O:9])=[O:5].C(O)(C(F)(F)F)=O. The yield is 0.780. The product is [Br:1][C:2]1[CH:18]=[C:17](/[CH:19]=[CH:20]/[CH:21]([C:26]2[CH:31]=[C:30]([Cl:32])[C:29]([Cl:33])=[C:28]([Cl:34])[CH:27]=2)[C:22]([F:24])([F:25])[F:23])[CH:16]=[CH:15][C:3]=1[C:4]([NH:6][CH2:7][C:8]([OH:10])=[O:9])=[O:5]. The catalyst is C(Cl)Cl. (3) The reactants are [CH3:1][C:2]([CH3:60])([CH2:10][C:11]([O:13][C@H:14]1[CH2:31][CH2:30][C@@:29]2([CH3:32])[C@@H:16]([CH2:17][CH2:18][C@:19]3([CH3:57])[C@@H:28]2[CH2:27][CH2:26][C@H:25]2[C@@:20]3([CH3:56])[CH2:21][CH2:22][C@@:23]3([C@@H:40]4[O:44][C:43](=[O:45])[N:42]([C:46]5([C:49]6[N:54]=[CH:53][C:52]([Cl:55])=[CH:51][N:50]=6)[CH2:48][CH2:47]5)[CH2:41]4)[CH2:35][C:34](=[O:36])[C:33]([CH:37]([CH3:39])[CH3:38])=[C:24]32)[C:15]1([CH3:59])[CH3:58])=[O:12])[C:3]([O:5]C(C)(C)C)=[O:4].C(O)(C(F)(F)F)=O. The catalyst is C(Cl)Cl. The product is [Cl:55][C:52]1[CH:51]=[N:50][C:49]([C:46]2([N:42]3[CH2:41][C@H:40]([C@:23]45[CH2:35][C:34](=[O:36])[C:33]([CH:37]([CH3:38])[CH3:39])=[C:24]4[C@@H:25]4[C@@:20]([CH3:56])([CH2:21][CH2:22]5)[C@@:19]5([CH3:57])[C@@H:28]([C@:29]6([CH3:32])[C@@H:16]([CH2:17][CH2:18]5)[C:15]([CH3:58])([CH3:59])[C@@H:14]([O:13][C:11](=[O:12])[CH2:10][C:2]([CH3:1])([CH3:60])[C:3]([OH:5])=[O:4])[CH2:31][CH2:30]6)[CH2:27][CH2:26]4)[O:44][C:43]3=[O:45])[CH2:48][CH2:47]2)=[N:54][CH:53]=1. The yield is 0.670. (4) The reactants are [C:1]([C:3]1[CH:4]=[CH:5][C:6]([F:13])=[C:7]([CH:12]=1)[C:8]([O:10][CH3:11])=[O:9])#[N:2].[NH2:14][OH:15].O.CCOCC. The catalyst is CCO. The product is [NH2:2][C:1](=[N:14][OH:15])[C:3]1[CH:4]=[CH:5][C:6]([F:13])=[C:7]([CH:12]=1)[C:8]([O:10][CH3:11])=[O:9]. The yield is 0.980. (5) The reactants are [C:1]([O:5][C:6]([NH:8][C@@H:9]([CH2:14][C:15]1[CH:20]=[CH:19][CH:18]=[CH:17][CH:16]=1)[C@H:10]([OH:13])[CH2:11]Cl)=[O:7])([CH3:4])([CH3:3])[CH3:2].C(=O)([O-])[O-].[K+].[K+].C(O)(=O)CC(CC(O)=O)(C(O)=O)O. The catalyst is C(O)C.O. The product is [C:1]([O:5][C:6]([NH:8][C@@H:9]([CH2:14][C:15]1[CH:20]=[CH:19][CH:18]=[CH:17][CH:16]=1)[C@@H:10]1[O:13][CH2:11]1)=[O:7])([CH3:4])([CH3:3])[CH3:2]. The yield is 0.950. (6) The reactants are [CH2:1]([O:8][C:9]1[C:14]([CH:15]=[O:16])=[C:13]([CH3:17])[CH:12]=[C:11]([CH3:18])[N:10]=1)[C:2]1[CH:7]=[CH:6][CH:5]=[CH:4][CH:3]=1.[BH4-].[Na+]. The catalyst is CO. The product is [CH2:1]([O:8][C:9]1[C:14]([CH2:15][OH:16])=[C:13]([CH3:17])[CH:12]=[C:11]([CH3:18])[N:10]=1)[C:2]1[CH:3]=[CH:4][CH:5]=[CH:6][CH:7]=1. The yield is 0.610.